From a dataset of Forward reaction prediction with 1.9M reactions from USPTO patents (1976-2016). Predict the product of the given reaction. (1) Given the reactants [CH3:1][N:2]([CH:28]([CH3:30])[CH3:29])[C:3]1[C:4]([C:17]2[O:18][CH:19]=[C:20](C3C=CC=CC=3)[CH:21]=2)=[N:5][C:6]2[C:11]([N:12]=1)=[CH:10][C:9]([C:13]([O:15]C)=[O:14])=[CH:8][CH:7]=2.[OH-].[Na+], predict the reaction product. The product is: [CH3:1][N:2]([CH:28]([CH3:29])[CH3:30])[C:3]1[C:4]([C:17]2[O:18][C:19]([C:6]3[CH:11]=[CH:10][CH:9]=[CH:8][CH:7]=3)=[CH:20][CH:21]=2)=[N:5][C:6]2[C:11]([N:12]=1)=[CH:10][C:9]([C:13]([OH:15])=[O:14])=[CH:8][CH:7]=2. (2) Given the reactants [NH2:1][C:2]1[CH:3]=[C:4]([C:8]2[N:17]=[C:16]([NH:18][C:19]3[CH:20]=[C:21]4[C:25](=[CH:26][CH:27]=3)[N:24]([C:28]([O:30][C:31]([CH3:34])([CH3:33])[CH3:32])=[O:29])[N:23]=[CH:22]4)[C:15]3[C:10](=[CH:11][CH:12]=[CH:13][CH:14]=3)[N:9]=2)[CH:5]=[CH:6][CH:7]=1.[N:35]([CH2:38][C:39]1[CH:44]=[CH:43][CH:42]=[CH:41][CH:40]=1)=[C:36]=[O:37].CCN(CC)CC, predict the reaction product. The product is: [CH2:38]([NH:35][C:36](=[O:37])[NH:1][C:2]1[CH:3]=[C:4]([C:8]2[N:17]=[C:16]([NH:18][C:19]3[CH:20]=[C:21]4[C:25](=[CH:26][CH:27]=3)[N:24]([C:28]([O:30][C:31]([CH3:34])([CH3:33])[CH3:32])=[O:29])[N:23]=[CH:22]4)[C:15]3[C:10](=[CH:11][CH:12]=[CH:13][CH:14]=3)[N:9]=2)[CH:5]=[CH:6][CH:7]=1)[C:39]1[CH:44]=[CH:43][CH:42]=[CH:41][CH:40]=1. (3) Given the reactants [NH2:1][C:2]1[N:6]([C:7]2[CH:8]=[N:9][C:10]([O:13][CH3:14])=[CH:11][CH:12]=2)[N:5]=[C:4]([C:15]([O:17][CH2:18][CH3:19])=[O:16])[CH:3]=1.CO[CH:22]1[CH2:26][CH2:25][CH:24](OC)O1, predict the reaction product. The product is: [CH3:14][O:13][C:10]1[N:9]=[CH:8][C:7]([N:6]2[C:2]([N:1]3[CH:22]=[CH:26][CH:25]=[CH:24]3)=[CH:3][C:4]([C:15]([O:17][CH2:18][CH3:19])=[O:16])=[N:5]2)=[CH:12][CH:11]=1. (4) Given the reactants [Cl:1][C:2]1[CH:7]=[C:6]([NH:8][C:9]2[CH:14]=[CH:13][C:12]([F:15])=[CH:11][C:10]=2[F:16])[CH:5]=[CH:4][C:3]=1[C:17]([C:19]1[CH:24]=[C:23]([OH:25])[CH:22]=[CH:21][C:20]=1[F:26])=[O:18].Cl[CH2:28][CH2:29][CH2:30][OH:31].C([O-])([O-])=O.[K+].[K+].[Na+].[I-], predict the reaction product. The product is: [Cl:1][C:2]1[CH:7]=[C:6]([NH:8][C:9]2[CH:14]=[CH:13][C:12]([F:15])=[CH:11][C:10]=2[F:16])[CH:5]=[CH:4][C:3]=1[C:17]([C:19]1[CH:24]=[C:23]([O:25][CH2:28][CH2:29][CH2:30][OH:31])[CH:22]=[CH:21][C:20]=1[F:26])=[O:18].